From a dataset of Reaction yield outcomes from USPTO patents with 853,638 reactions. Predict the reaction yield, written as a fraction of the theoretical maximum amount of product (1.0 means a 100% yield; for example, 0.34 means a 34% yield). (1) The reactants are [Cl:1][C:2]1[C:3]([F:35])=[C:4]([C:22]2[CH2:23][CH2:24][N:25](C(OC(C)(C)C)=O)[CH2:26][CH:27]=2)[C:5]([O:20][CH3:21])=[C:6]([CH:8]([NH:10][C:11]2[N:19]=[CH:18][N:17]=[C:16]3[C:12]=2[N:13]=[CH:14][NH:15]3)[CH3:9])[CH:7]=1.Cl.CCN(C(C)C)C(C)C.CS(Cl)(=O)=O. The catalyst is O1CCOCC1.C(Cl)Cl. The product is [ClH:1].[Cl:1][C:2]1[C:3]([F:35])=[C:4]([C:22]2[CH2:23][CH2:24][NH:25][CH2:26][CH:27]=2)[C:5]([O:20][CH3:21])=[C:6]([CH:8]([NH:10][C:11]2[N:19]=[CH:18][N:17]=[C:16]3[C:12]=2[N:13]=[CH:14][NH:15]3)[CH3:9])[CH:7]=1. The yield is 0.400. (2) The reactants are [CH3:1][O:2][C:3](=[O:13])[C@@H:4]([NH2:12])[CH2:5][CH:6]1[CH2:11][CH2:10][CH2:9][CH2:8][CH2:7]1.C(N(CC)C(C)C)(C)C.C([O:25][C:26](=O)/[CH:27]=[C:28](/[O:31][C:32]1[CH:37]=[CH:36][CH:35]=[C:34]([F:38])[CH:33]=1)\[CH2:29]Br)C. The product is [CH3:1][O:2][C:3](=[O:13])[C@@H:4]([N:12]1[CH2:29][C:28]([O:31][C:32]2[CH:37]=[CH:36][CH:35]=[C:34]([F:38])[CH:33]=2)=[CH:27][C:26]1=[O:25])[CH2:5][CH:6]1[CH2:11][CH2:10][CH2:9][CH2:8][CH2:7]1. The catalyst is CN(C)C=O. The yield is 0.350. (3) The reactants are [F:1][C:2]1[CH:26]=[C:25]([N+:27]([O-:29])=[O:28])[CH:24]=[CH:23][C:3]=1[O:4][C:5]1[CH:10]=[CH:9][N:8]=[C:7]2[CH:11]=[C:12]([C:14]3[N:15]([CH3:22])[C:16]([C:19](O)=[O:20])=[CH:17][N:18]=3)[S:13][C:6]=12.CN(C=O)C.C(Cl)(=O)C([Cl:38])=O. The catalyst is C1COCC1. The product is [F:1][C:2]1[CH:26]=[C:25]([N+:27]([O-:29])=[O:28])[CH:24]=[CH:23][C:3]=1[O:4][C:5]1[CH:10]=[CH:9][N:8]=[C:7]2[CH:11]=[C:12]([C:14]3[N:15]([CH3:22])[C:16]([C:19]([Cl:38])=[O:20])=[CH:17][N:18]=3)[S:13][C:6]=12. The yield is 1.00. (4) The reactants are [NH:1]1[CH:5]=[CH:4][CH:3]=[N:2]1.Br[C:7]1[N:12]=[CH:11][CH:10]=[CH:9][N:8]=1.N1C2C(=CC=C3C=2N=CC=C3)C=CC=1.C(OCC)(=O)C. The catalyst is CC(N(C)C)=O.[Cu]I.O. The product is [N:1]1([C:7]2[N:12]=[CH:11][CH:10]=[CH:9][N:8]=2)[CH:5]=[CH:4][CH:3]=[N:2]1. The yield is 0.150.